From a dataset of Reaction yield outcomes from USPTO patents with 853,638 reactions. Predict the reaction yield, written as a fraction of the theoretical maximum amount of product (1.0 means a 100% yield; for example, 0.34 means a 34% yield). (1) The reactants are [C:1]([O:5][C:6]([NH:8][C@@H:9]([CH3:13])[C:10]([OH:12])=O)=[O:7])([CH3:4])([CH3:3])[CH3:2].[CH3:14][O:15][C:16](=[O:25])[CH:17]([NH2:24])[C:18]1[CH:23]=[CH:22][CH:21]=[CH:20][N:19]=1.CN(C(ON1N=NC2C=CC=NC1=2)=[N+](C)C)C.F[P-](F)(F)(F)(F)F.CCN(CC)CC. The catalyst is CN(C=O)C. The product is [CH3:14][O:15][C:16](=[O:25])[CH:17]([NH:24][C:10](=[O:12])[C@@H:9]([NH:8][C:6]([O:5][C:1]([CH3:2])([CH3:3])[CH3:4])=[O:7])[CH3:13])[C:18]1[CH:23]=[CH:22][CH:21]=[CH:20][N:19]=1. The yield is 0.980. (2) The reactants are [CH2:1]([O:8][C@H:9]1[C@H:14]([O:15][CH2:16][C:17]2[CH:22]=[CH:21][CH:20]=[CH:19][CH:18]=2)[C@@H:13]([CH2:23][O:24][CH2:25][C:26]2[CH:31]=[CH:30][CH:29]=[CH:28][CH:27]=2)[O:12][C@H:11]([CH2:32]I)[C@@H:10]1[O:34][Si:35]([C:38]([CH3:41])([CH3:40])[CH3:39])([CH3:37])[CH3:36])[C:2]1[CH:7]=[CH:6][CH:5]=[CH:4][CH:3]=1.[P:42]([O:49]CC)([O:46][CH2:47][CH3:48])[O:43][CH2:44][CH3:45]. No catalyst specified. The product is [CH2:1]([O:8][C@H:9]1[C@H:14]([O:15][CH2:16][C:17]2[CH:22]=[CH:21][CH:20]=[CH:19][CH:18]=2)[C@@H:13]([CH2:23][O:24][CH2:25][C:26]2[CH:31]=[CH:30][CH:29]=[CH:28][CH:27]=2)[O:12][C@H:11]([CH2:32][P:42](=[O:49])([O:46][CH2:47][CH3:48])[O:43][CH2:44][CH3:45])[C@@H:10]1[O:34][Si:35]([C:38]([CH3:41])([CH3:40])[CH3:39])([CH3:37])[CH3:36])[C:2]1[CH:7]=[CH:6][CH:5]=[CH:4][CH:3]=1. The yield is 0.830. (3) The reactants are [OH:1][C@H:2]1[CH2:7][CH2:6][C@H:5]([C:8]([OH:10])=[O:9])[CH2:4][CH2:3]1.O=S(Cl)Cl.[CH3:15]O. No catalyst specified. The product is [OH:1][C@H:2]1[CH2:7][CH2:6][C@H:5]([C:8]([O:10][CH3:15])=[O:9])[CH2:4][CH2:3]1. The yield is 1.00. (4) The reactants are [CH3:1][O:2][C:3]1[CH:4]=[CH:5][C:6]([N+:12]([O-:14])=[O:13])=[C:7]([CH:11]=1)[C:8]([OH:10])=O.[NH2:15][C:16]1[CH:21]=[CH:20][C:19]([Cl:22])=[CH:18][N:17]=1.N1C=CC=CC=1.P(Cl)(Cl)(Cl)=O. The catalyst is O.C(#N)C. The product is [N+:12]([C:6]1[CH:5]=[CH:4][C:3]([O:2][CH3:1])=[CH:11][C:7]=1[C:8]([NH:15][C:16]1[CH:21]=[CH:20][C:19]([Cl:22])=[CH:18][N:17]=1)=[O:10])([O-:14])=[O:13]. The yield is 0.882. (5) The reactants are [S:1]1[C:5]2[CH:6]=[CH:7][CH:8]=[CH:9][C:4]=2[N:3]=[C:2]1[CH:10]=[C:11]([NH:16][C:17]([O:19][C:20]([CH3:23])([CH3:22])[CH3:21])=[O:18])[C:12]([O:14][CH3:15])=[O:13]. The catalyst is CO. The product is [S:1]1[C:5]2[CH:6]=[CH:7][CH:8]=[CH:9][C:4]=2[N:3]=[C:2]1[CH2:10][CH:11]([NH:16][C:17]([O:19][C:20]([CH3:23])([CH3:22])[CH3:21])=[O:18])[C:12]([O:14][CH3:15])=[O:13]. The yield is 1.00. (6) The reactants are [Cl:1][C:2]1[N:3]=[C:4]([N:13]2[CH2:18][CH2:17][O:16][CH2:15][CH2:14]2)[C:5]2[S:10][C:9]([CH:11]=O)=[N:8][C:6]=2[N:7]=1.[NH:19]1[CH2:24][CH2:23][CH:22]([C:25]([OH:28])([CH3:27])[CH3:26])[CH2:21][CH2:20]1.C(O[BH-](OC(=O)C)OC(=O)C)(=O)C.[Na+]. The catalyst is ClCCCl. The product is [Cl:1][C:2]1[N:3]=[C:4]([N:13]2[CH2:18][CH2:17][O:16][CH2:15][CH2:14]2)[C:5]2[S:10][C:9]([CH2:11][N:19]3[CH2:24][CH2:23][CH:22]([C:25]([OH:28])([CH3:27])[CH3:26])[CH2:21][CH2:20]3)=[N:8][C:6]=2[N:7]=1. The yield is 0.600.